From a dataset of TCR-epitope binding with 47,182 pairs between 192 epitopes and 23,139 TCRs. Binary Classification. Given a T-cell receptor sequence (or CDR3 region) and an epitope sequence, predict whether binding occurs between them. (1) The epitope is LLWNGPMAV. The TCR CDR3 sequence is CASSPGTVAYEQYF. Result: 1 (the TCR binds to the epitope). (2) The TCR CDR3 sequence is CASSLVGFYERYF. The epitope is RPPIFIRRL. Result: 0 (the TCR does not bind to the epitope). (3) The epitope is FLYALALLL. The TCR CDR3 sequence is CASSPQGGGYGYTF. Result: 1 (the TCR binds to the epitope). (4) Result: 0 (the TCR does not bind to the epitope). The TCR CDR3 sequence is CASSQEGSLSEQFF. The epitope is RPRGEVRFL.